From a dataset of Forward reaction prediction with 1.9M reactions from USPTO patents (1976-2016). Predict the product of the given reaction. (1) Given the reactants [NH2:1][C:2]1[C:11]2[N:12]=[C:13]([CH2:23][O:24][CH2:25][CH3:26])[N:14]([CH2:15][CH:16]3[CH2:20][O:19][C:18]([CH3:22])([CH3:21])[O:17]3)[C:10]=2[C:9]2[CH:8]=[CH:7][C:6]([O:27][CH2:28][CH2:29][NH:30]C(=O)OC(C)(C)C)=[CH:5][C:4]=2[N:3]=1.[ClH:38], predict the reaction product. The product is: [ClH:38].[ClH:38].[NH2:30][CH2:29][CH2:28][O:27][C:6]1[CH:7]=[CH:8][C:9]2[C:10]3[N:14]([CH2:15][CH:16]4[CH2:20][O:19][C:18]([CH3:22])([CH3:21])[O:17]4)[C:13]([CH2:23][O:24][CH2:25][CH3:26])=[N:12][C:11]=3[C:2]([NH2:1])=[N:3][C:4]=2[CH:5]=1. (2) Given the reactants [Cl:1][C:2]1[CH:3]=[C:4]([C:9]2([C:25]([F:28])([F:27])[F:26])[O:13][N:12]=[C:11]([C:14]3[CH:23]=[CH:22][C:17]([C:18]([NH:20][OH:21])=[NH:19])=[C:16]([CH3:24])[CH:15]=3)[CH2:10]2)[CH:5]=[C:6]([Cl:8])[CH:7]=1.[C:29](Cl)(=O)[CH3:30].O.CCOC(C)=O, predict the reaction product. The product is: [Cl:1][C:2]1[CH:3]=[C:4]([C:9]2([C:25]([F:26])([F:28])[F:27])[O:13][N:12]=[C:11]([C:14]3[CH:23]=[CH:22][C:17]([C:18]4[N:19]=[C:29]([CH3:30])[O:21][N:20]=4)=[C:16]([CH3:24])[CH:15]=3)[CH2:10]2)[CH:5]=[C:6]([Cl:8])[CH:7]=1. (3) Given the reactants [Cl:1][C:2]1[C:10]([Cl:11])=[C:9]2[C:5]([CH2:6][C:7]([CH2:13][CH:14]3[CH2:18][CH2:17][CH2:16][CH2:15]3)([CH3:12])[CH2:8]2)=[CH:4][C:3]=1[O:19][C:20]([C:22]1[CH:29]=[CH:28][C:25]([C:26]#[N:27])=[CH:24][CH:23]=1)=O.[N:30]([Si](C)(C)C)=[N+:31]=[N-:32].C([Sn](=[O:46])CCCC)CCC, predict the reaction product. The product is: [Cl:1][C:2]1[C:10]([Cl:11])=[C:9]2[C:5]([CH2:6][C:7]([CH2:13][CH:14]3[CH2:15][CH2:16][CH2:17][CH2:18]3)([CH3:12])[C:8]2=[O:46])=[CH:4][C:3]=1[O:19][CH2:20][C:22]1[CH:23]=[CH:24][C:25]([C:26]2[NH:27][N:32]=[N:31][N:30]=2)=[CH:28][CH:29]=1.